Task: Predict the reaction yield, written as a fraction of the theoretical maximum amount of product (1.0 means a 100% yield; for example, 0.34 means a 34% yield).. Dataset: Reaction yield outcomes from USPTO patents with 853,638 reactions The reactants are [F:1][C:2]([F:26])([F:25])[CH:3]([CH2:8][N:9]1[CH2:14][CH2:13][CH2:12][CH:11]([C:15]2[CH:20]=[CH:19][CH:18]=[C:17]([C:21]([F:24])([F:23])[F:22])[CH:16]=2)[CH2:10]1)[CH2:4][C:5](O)=O.[NH2:27][C:28]1[CH:33]=[CH:32][C:31]([Cl:34])=[CH:30][C:29]=1[OH:35].C1(C)C=CC(S(O)(=O)=O)=CC=1.Cl. The catalyst is C1(C)C=CC=CC=1.C(OCC)(=O)C.CCOCC.CCCCCC. The product is [ClH:34].[Cl:34][C:31]1[CH:32]=[CH:33][C:28]2[N:27]=[C:5]([CH2:4][CH:3]([CH2:8][N:9]3[CH2:14][CH2:13][CH2:12][CH:11]([C:15]4[CH:20]=[CH:19][CH:18]=[C:17]([C:21]([F:24])([F:22])[F:23])[CH:16]=4)[CH2:10]3)[C:2]([F:26])([F:25])[F:1])[O:35][C:29]=2[CH:30]=1. The yield is 0.370.